This data is from Forward reaction prediction with 1.9M reactions from USPTO patents (1976-2016). The task is: Predict the product of the given reaction. (1) Given the reactants [Cl:1][C:2]1[CH:27]=[CH:26][C:5]([CH2:6][NH:7][C:8]([C:10]2[C:11](=[O:25])[C:12]3[CH:22]=[C:21]([CH2:23]Cl)[S:20][C:13]=3[N:14]([CH2:16][CH2:17][O:18][CH3:19])[CH:15]=2)=[O:9])=[CH:4][CH:3]=1.CN[CH:30]([C:33]1[CH:38]=[N:37][CH:36]=[CH:35][N:34]=1)[CH2:31]O.C([N:42]([CH2:46]C)C(C)C)(C)C.CN(C=[O:52])C, predict the reaction product. The product is: [Cl:1][C:2]1[CH:3]=[CH:4][C:5]([CH2:6][NH:7][C:8]([C:10]2[C:11](=[O:25])[C:12]3[CH:22]=[C:21]([CH2:23][N:42]([CH2:31][CH:30]([OH:52])[C:33]4[CH:38]=[N:37][CH:36]=[CH:35][N:34]=4)[CH3:46])[S:20][C:13]=3[N:14]([CH2:16][CH2:17][O:18][CH3:19])[CH:15]=2)=[O:9])=[CH:26][CH:27]=1. (2) Given the reactants [F:1][C:2]1[CH:7]=[C:6]([S:8]([CH3:11])(=[O:10])=[O:9])[CH:5]=[CH:4][C:3]=1[NH:12][C@H:13]1[CH2:17][CH2:16][N:15]([CH:18]2[CH2:23][CH2:22][N:21](C(OCC3C=CC=CC=3)=O)[CH2:20][CH2:19]2)[C:14]1=[O:34], predict the reaction product. The product is: [F:1][C:2]1[CH:7]=[C:6]([S:8]([CH3:11])(=[O:10])=[O:9])[CH:5]=[CH:4][C:3]=1[NH:12][C@H:13]1[CH2:17][CH2:16][N:15]([CH:18]2[CH2:23][CH2:22][NH:21][CH2:20][CH2:19]2)[C:14]1=[O:34]. (3) Given the reactants [C:1]([O:5][C:6](=[O:32])[NH:7][C@H:8]([C:18](N1[C@@H](C2C=CC=CC=2)COC1=O)=[O:19])[C@H:9]([C:12]1[CH:17]=[CH:16][CH:15]=[CH:14][CH:13]=1)[CH2:10][CH3:11])([CH3:4])([CH3:3])[CH3:2].[OH:33]O.O.[OH-].[Li+], predict the reaction product. The product is: [C:1]([O:5][C:6]([NH:7][C@@H:8]([C@H:9]([C:12]1[CH:13]=[CH:14][CH:15]=[CH:16][CH:17]=1)[CH2:10][CH3:11])[C:18]([OH:19])=[O:33])=[O:32])([CH3:2])([CH3:3])[CH3:4]. (4) Given the reactants [CH3:1][C:2]1[N:12]=[C:11]2[N:6]([CH2:7][CH2:8][CH2:9][CH:10]2[OH:13])[C:4](=[O:5])[C:3]=1[CH2:14][CH2:15][N:16]1[CH2:21][CH2:20][CH:19]([C:22]2[C:23]3[CH:24]=[CH:25][C:26]([F:31])=[CH:27][C:28]=3[O:29][N:30]=2)[CH2:18][CH2:17]1.[C:32]([OH:39])(=[O:38])/[CH:33]=[CH:34]\[C:35]([OH:37])=[O:36], predict the reaction product. The product is: [CH3:1][C:2]1[N:12]=[C:11]2[N:6]([CH2:7][CH2:8][CH2:9][CH:10]2[OH:13])[C:4](=[O:5])[C:3]=1[CH2:14][CH2:15][N:16]1[CH2:21][CH2:20][CH:19]([C:22]2[C:23]3[CH:24]=[CH:25][C:26]([F:31])=[CH:27][C:28]=3[O:29][N:30]=2)[CH2:18][CH2:17]1.[C:32]([O-:39])(=[O:38])/[CH:33]=[CH:34]\[C:35]([O-:37])=[O:36]. (5) Given the reactants [NH2:1][C:2]1[NH:6][N:5]=[C:4]([OH:7])[C:3]=1[C:8]1[CH:13]=[CH:12][CH:11]=[CH:10][N:9]=1.[CH3:14][O:15][CH2:16][N:17]1[C:25]2[C:20](=[CH:21][C:22]([C:26](=O)[CH2:27][C:28](OCC)=[O:29])=[CH:23][CH:24]=2)[CH:19]=[N:18]1.CC1C=CC(S(O)(=O)=O)=CC=1, predict the reaction product. The product is: [OH:7][C:4]1[C:3]([C:8]2[CH:13]=[CH:12][CH:11]=[CH:10][N:9]=2)=[C:2]2[NH:1][C:26]([C:22]3[CH:21]=[C:20]4[C:25](=[CH:24][CH:23]=3)[N:17]([CH2:16][O:15][CH3:14])[N:18]=[CH:19]4)=[CH:27][C:28](=[O:29])[N:6]2[N:5]=1. (6) Given the reactants [CH3:1][O:2][C:3](=[O:12])[C:4]1[CH:9]=[C:8]([CH3:10])[CH:7]=[CH:6][C:5]=1I.[F-].[Cs+].C([Sn](CCCC)(CCCC)[C:20]1[CH:25]=[CH:24][CH:23]=[CH:22][N:21]=1)CCC, predict the reaction product. The product is: [CH3:10][C:8]1[CH:7]=[CH:6][C:5]([C:20]2[CH:25]=[CH:24][CH:23]=[CH:22][N:21]=2)=[C:4]([CH:9]=1)[C:3]([O:2][CH3:1])=[O:12]. (7) Given the reactants F[C:2]1[C:7]([CH:8]2[CH2:14][CH2:13][CH2:12][O:11][CH2:10][CH2:9]2)=[CH:6][CH:5]=[CH:4][N:3]=1.[N:15]1[CH:20]=[CH:19][CH:18]=[CH:17][C:16]=1[NH:21][C:22]1[CH:27]=[CH:26][C:25]([OH:28])=[CH:24][CH:23]=1.C(=O)([O-])[O-].[Cs+].[Cs+], predict the reaction product. The product is: [O:11]1[CH2:12][CH2:13][CH2:14][CH:8]([C:7]2[C:2]([O:28][C:25]3[CH:24]=[CH:23][C:22]([NH:21][C:16]4[CH:17]=[CH:18][CH:19]=[CH:20][N:15]=4)=[CH:27][CH:26]=3)=[N:3][CH:4]=[CH:5][CH:6]=2)[CH2:9][CH2:10]1. (8) Given the reactants C(NC(C)C)(C)C.[Li]CCCC.[C:13]([N:20]1[CH2:25][CH2:24][C:23](=[O:26])[CH2:22][CH:21]1[CH2:27][CH3:28])([O:15][C:16]([CH3:19])([CH3:18])[CH3:17])=[O:14].C1C=CC(N([S:36]([C:39]([F:42])([F:41])[F:40])(=[O:38])=[O:37])[S:36]([C:39]([F:42])([F:41])[F:40])(=[O:38])=[O:37])=CC=1.C(=O)(O)[O-].[Na+], predict the reaction product. The product is: [CH2:27]([CH:21]1[N:20]([C:13]([O:15][C:16]([CH3:19])([CH3:18])[CH3:17])=[O:14])[CH2:25][CH2:24][C:23]([O:26][S:36]([C:39]([F:42])([F:41])[F:40])(=[O:38])=[O:37])=[CH:22]1)[CH3:28]. (9) Given the reactants P([O-])([O-])([O-])=O.O=C[C@@H]([C@H]([C@@H]([C@@H](CO)O)O)O)O.C1N=C(N)C2N=CN([C@@H]3O[C@H](COP(OP(OC[C@H]4O[C@@H](N5C=C(C(N)=O)CC=C5)[C@H](O)[C@@H]4O)(O)=O)(O)=O)[C@@H](O)[C@H]3O)C=2N=1.[C:62]([NH:70][CH2:71][CH:72]([C:78](=[O:80])[CH3:79])[C:73]([O:75][CH2:76][CH3:77])=[O:74])(=[O:69])[C:63]1[CH:68]=[CH:67][CH:66]=[CH:65][CH:64]=1, predict the reaction product. The product is: [C:62]([NH:70][CH2:71][C@@H:72]([C@H:78]([OH:80])[CH3:79])[C:73]([O:75][CH2:76][CH3:77])=[O:74])(=[O:69])[C:63]1[CH:64]=[CH:65][CH:66]=[CH:67][CH:68]=1. (10) The product is: [F:1][C:2]1[CH:24]=[C:23]([F:25])[CH:22]=[CH:21][C:3]=1[CH2:4][N:5]1[C:9]2=[CH:10][N:11]=[C:12]([C:14]([N:73]([OH:74])[CH3:71])=[O:16])[CH:13]=[C:8]2[C:7]([CH2:17][O:18][CH2:19][CH3:20])=[CH:6]1. Given the reactants [F:1][C:2]1[CH:24]=[C:23]([F:25])[CH:22]=[CH:21][C:3]=1[CH2:4][N:5]1[C:9]2=[CH:10][N:11]=[C:12]([C:14]([OH:16])=O)[CH:13]=[C:8]2[C:7]([CH2:17][O:18][CH2:19][CH3:20])=[CH:6]1.FC1C=C(F)C=CC=1CN1C2=CN=C(C(OCC)=O)C=C2C(COCC)=C1.C(OCC1C2C(=CN=C([C:71]([NH:73][OH:74])=O)C=2)N(CC2C=CC(F)=CC=2F)C=1)C1C=CC=CC=1.Cl.CNO, predict the reaction product.